From a dataset of Reaction yield outcomes from USPTO patents with 853,638 reactions. Predict the reaction yield, written as a fraction of the theoretical maximum amount of product (1.0 means a 100% yield; for example, 0.34 means a 34% yield). The reactants are Cl[C:2]1[CH:9]=[CH:8][C:5]([C:6]#[N:7])=[CH:4][N:3]=1.[OH2:10].[NH2:11][NH2:12]. The catalyst is O1CCOCC1. The product is [OH2:10].[NH:11]([C:2]1[CH:9]=[CH:8][C:5]([C:6]#[N:7])=[CH:4][N:3]=1)[NH2:12]. The yield is 0.530.